Task: Predict the product of the given reaction.. Dataset: Forward reaction prediction with 1.9M reactions from USPTO patents (1976-2016) (1) Given the reactants [NH2:1][C@H:2]1[CH2:7][CH2:6][C@H:5]([NH2:8])[CH2:4][CH2:3]1.[C:9](O[C:9]([O:11][C:12]([CH3:15])([CH3:14])[CH3:13])=[O:10])([O:11][C:12]([CH3:15])([CH3:14])[CH3:13])=[O:10].C1C=C2C(C(O)(O)C(=O)C2=CC=1)=O, predict the reaction product. The product is: [C:12]([O:11][C:9](=[O:10])[NH:1][CH:2]1[CH2:7][CH2:6][CH:5]([NH2:8])[CH2:4][CH2:3]1)([CH3:15])([CH3:14])[CH3:13]. (2) Given the reactants [CH3:1][C:2]1[N:11]=[CH:10][CH:9]=[C:8]2[C:3]=1[CH:4]=[C:5]([C:30]1[CH:35]=[CH:34][CH:33]=[CH:32][CH:31]=1)[C:6]([C:12]1[CH:17]=[CH:16][C:15]([C:18]3([NH:22]C(=O)OC(C)(C)C)[CH2:21][CH2:20][CH2:19]3)=[CH:14][CH:13]=1)=[N:7]2.CO.[ClH:38].CCOC(C)=O, predict the reaction product. The product is: [Cl-:38].[Cl-:38].[NH3+:22][C:18]1([C:15]2[CH:14]=[CH:13][C:12]([C:6]3[C:5]([C:30]4[CH:35]=[CH:34][CH:33]=[CH:32][CH:31]=4)=[CH:4][C:3]4[C:8](=[CH:9][CH:10]=[N:11][C:2]=4[CH3:1])[NH+:7]=3)=[CH:17][CH:16]=2)[CH2:19][CH2:20][CH2:21]1. (3) The product is: [CH:2]1([O:16][C:15]2[CH:17]=[CH:18][C:10]([CH:9]=[O:8])=[CH:11][C:12]=2[O:13][CH3:14])[CH2:7][CH2:6][CH2:5][CH2:4][CH2:3]1. Given the reactants Br[CH:2]1[CH2:7][CH2:6][CH2:5][CH2:4][CH2:3]1.[O:8]=[CH:9][C:10]1[CH:18]=[CH:17][C:15]([OH:16])=[C:12]([O:13][CH3:14])[CH:11]=1.C(=O)([O-])[O-].[K+].[K+].[I-].[Na+], predict the reaction product. (4) Given the reactants [CH3:1][Si:2](C#C)([CH3:4])[CH3:3].C([Li])CCC.[CH3:12][C:13]([O:16][C:17]([NH:19][CH:20]1[CH2:26][CH2:25][C:23](=[O:24])[CH2:22][CH2:21]1)=[O:18])([CH3:15])[CH3:14], predict the reaction product. The product is: [C:13]([O:16][C:17](=[O:18])[NH:19][CH:20]1[CH2:21][CH2:22][C:23]([OH:24])([Si:2]([CH3:4])([CH3:3])[CH3:1])[CH2:25][CH2:26]1)([CH3:12])([CH3:14])[CH3:15]. (5) Given the reactants [Si:1]([O:8][C@H:9]1[CH2:18][C:17]([CH3:20])([CH3:19])[CH2:16][C:15]2[N:14]=[C:13]([CH:21]([CH3:23])[CH3:22])[C:12]3[C@@H:24]([C:33]4[CH:34]=[N:35][C:36]([C:39]([F:42])([F:41])[F:40])=[CH:37][CH:38]=4)[O:25][C:26]4([CH2:31][CH2:30][O:29][CH2:28][CH:27]4I)[C:11]=3[C:10]1=2)([C:4]([CH3:7])([CH3:6])[CH3:5])([CH3:3])[CH3:2], predict the reaction product. The product is: [Si:1]([O:8][C@H:9]1[CH2:18][C:17]([CH3:19])([CH3:20])[CH2:16][C:15]2[N:14]=[C:13]([CH:21]([CH3:23])[CH3:22])[C:12]3[C@@H:24]([C:33]4[CH:34]=[N:35][C:36]([C:39]([F:42])([F:40])[F:41])=[CH:37][CH:38]=4)[O:25][C:26]4([CH2:27][CH2:28][O:29][CH2:30][CH2:31]4)[C:11]=3[C:10]1=2)([C:4]([CH3:7])([CH3:6])[CH3:5])([CH3:3])[CH3:2]. (6) Given the reactants [C:1]1([C:7]2[O:8][C:9]([C:15]([F:18])([F:17])[F:16])=[C:10]([C:12]([OH:14])=O)[N:11]=2)[CH:6]=[CH:5][CH:4]=[CH:3][CH:2]=1.[NH2:19][C:20]1[CH:21]=[CH:22][C:23]([N:26]2[CH2:30][CH2:29][CH:28]([N:31]([CH3:35])[C:32](=[O:34])[CH3:33])[CH2:27]2)=[N:24][CH:25]=1, predict the reaction product. The product is: [C:32]([N:31]([CH3:35])[CH:28]1[CH2:29][CH2:30][N:26]([C:23]2[N:24]=[CH:25][C:20]([NH:19][C:12]([C:10]3[N:11]=[C:7]([C:1]4[CH:2]=[CH:3][CH:4]=[CH:5][CH:6]=4)[O:8][C:9]=3[C:15]([F:18])([F:17])[F:16])=[O:14])=[CH:21][CH:22]=2)[CH2:27]1)(=[O:34])[CH3:33]. (7) Given the reactants [CH2:1]([O:3][C:4]1[CH:32]=[CH:31][C:7]([CH2:8][O:9][C:10]2[CH:11]=[CH:12][C:13]3[O:17][C:16]([CH:18]([NH:20][C:21](=[O:29])[CH2:22][CH2:23][CH2:24][C:25]([O:27]C)=[O:26])[CH3:19])=[CH:15][C:14]=3[CH:30]=2)=[CH:6][CH:5]=1)[CH3:2].[OH-].[Na+], predict the reaction product. The product is: [CH2:1]([O:3][C:4]1[CH:5]=[CH:6][C:7]([CH2:8][O:9][C:10]2[CH:11]=[CH:12][C:13]3[O:17][C:16]([CH:18]([NH:20][C:21](=[O:29])[CH2:22][CH2:23][CH2:24][C:25]([OH:27])=[O:26])[CH3:19])=[CH:15][C:14]=3[CH:30]=2)=[CH:31][CH:32]=1)[CH3:2]. (8) Given the reactants [N+:1]([C:4]1[CH:9]=[CH:8][C:7]([CH2:10][CH2:11][CH2:12][C:13]([NH2:15])=O)=[CH:6][CH:5]=1)([O-:3])=[O:2].C(OC(C(F)(F)F)=O)(C(F)(F)F)=O, predict the reaction product. The product is: [N+:1]([C:4]1[CH:5]=[CH:6][C:7]([CH2:10][CH2:11][CH2:12][C:13]#[N:15])=[CH:8][CH:9]=1)([O-:3])=[O:2]. (9) Given the reactants Cl[CH2:2][C:3]1[S:4][CH:5]=[C:6]([C:8]([NH:10][C:11]2[CH:19]=[C:18]([C:20]3[CH:28]=[CH:27][CH:26]=[C:25]4[C:21]=3[CH:22]=[CH:23][NH:24]4)[CH:17]=[C:16]3[C:12]=2[CH:13]=[N:14][N:15]3S(C2C=CC=CC=2)(=O)=O)=[O:9])[N:7]=1.Cl.[CH3:39][C:40]1([CH3:46])[CH2:45][CH2:44][NH:43][CH2:42][CH2:41]1.CCN(C(C)C)C(C)C.[I-].[Na+].C[Si](C)(C)[O-:60].[K+], predict the reaction product. The product is: [CH:8]([OH:9])=[O:60].[CH3:39][C:40]1([CH3:46])[CH2:45][CH2:44][N:43]([CH2:2][C:3]2[S:4][CH:5]=[C:6]([C:8]([NH:10][C:11]3[CH:19]=[C:18]([C:20]4[CH:28]=[CH:27][CH:26]=[C:25]5[C:21]=4[CH:22]=[CH:23][NH:24]5)[CH:17]=[C:16]4[C:12]=3[CH:13]=[N:14][NH:15]4)=[O:9])[N:7]=2)[CH2:42][CH2:41]1.